From a dataset of Full USPTO retrosynthesis dataset with 1.9M reactions from patents (1976-2016). Predict the reactants needed to synthesize the given product. The reactants are: C([O:8][C:9]1[N:14]=[C:13]([C:15]([NH:17][C@@H:18]([C:26]2[CH:31]=[CH:30][C:29]([O:32][C:33]([F:36])([F:35])[F:34])=[C:28]([F:37])[CH:27]=2)[C:19]2[C:24]([F:25])=[CH:23][CH:22]=[CH:21][N:20]=2)=[O:16])[CH:12]=[CH:11][C:10]=1[N+:38]([O-])=O)C1C=CC=CC=1.[H][H].CCOC(C)=O. Given the product [NH2:38][C:10]1[CH:11]=[CH:12][C:13]([C:15]([NH:17][C@@H:18]([C:26]2[CH:31]=[CH:30][C:29]([O:32][C:33]([F:35])([F:34])[F:36])=[C:28]([F:37])[CH:27]=2)[C:19]2[C:24]([F:25])=[CH:23][CH:22]=[CH:21][N:20]=2)=[O:16])=[N:14][C:9]=1[OH:8], predict the reactants needed to synthesize it.